Binary Classification. Given a T-cell receptor sequence (or CDR3 region) and an epitope sequence, predict whether binding occurs between them. From a dataset of TCR-epitope binding with 47,182 pairs between 192 epitopes and 23,139 TCRs. The epitope is FLKEKGGL. The TCR CDR3 sequence is CASSQEWSYEQYF. Result: 1 (the TCR binds to the epitope).